Predict the reaction yield, written as a fraction of the theoretical maximum amount of product (1.0 means a 100% yield; for example, 0.34 means a 34% yield). From a dataset of Reaction yield outcomes from USPTO patents with 853,638 reactions. (1) The reactants are [Cl:1][C:2]1[CH:3]=[CH:4][C:5]([NH2:8])=[N:6][CH:7]=1.[CH:9]([C:11]1[CH:12]=[C:13]([CH:16]=[CH:17][CH:18]=1)[C:14]#[N:15])=O.O.C1(C)C=CC(S(O)(=O)=O)=CC=1.[N+:31]([C:33]([CH3:36])([CH3:35])[CH3:34])#[C-:32]. The catalyst is CO. The product is [C:33]([NH:31][C:32]1[N:6]2[CH:7]=[C:2]([Cl:1])[CH:3]=[CH:4][C:5]2=[N:8][C:9]=1[C:11]1[CH:12]=[C:13]([CH:16]=[CH:17][CH:18]=1)[C:14]#[N:15])([CH3:36])([CH3:35])[CH3:34]. The yield is 0.695. (2) The reactants are [OH:1][C@H:2]1[CH2:7][CH2:6][C@@H:5]([NH:8][C:9]2[C:14]([C:15]#[N:16])=[CH:13][N:12]=[C:11](S(C)(=O)=O)[N:10]=2)[CH2:4][C:3]1([CH3:22])[CH3:21].[NH2:23][CH2:24][CH2:25][C:26]1[CH:27]=[N+:28]([O-:33])[CH:29]=[C:30]([Cl:32])[CH:31]=1.CCN(C(C)C)C(C)C. The catalyst is C1COCC1. The product is [Cl:32][C:30]1[CH:29]=[N+:28]([O-:33])[CH:27]=[C:26]([CH2:25][CH2:24][NH:23][C:11]2[N:10]=[C:9]([NH:8][C@@H:5]3[CH2:6][CH2:7][C@H:2]([OH:1])[C:3]([CH3:22])([CH3:21])[CH2:4]3)[C:14]([C:15]#[N:16])=[CH:13][N:12]=2)[CH:31]=1. The yield is 0.220. (3) The reactants are Cl[C:2]1[CH:7]=[C:6]([N+:8]([O-])=O)[CH:5]=[CH:4][N:3]=1.[NH:11]1[CH2:16][CH2:15][CH:14]([NH:17][C:18](=[O:24])[O:19][C:20]([CH3:23])([CH3:22])[CH3:21])[CH2:13][CH2:12]1. No catalyst specified. The product is [NH2:8][C:6]1[CH:5]=[CH:4][N:3]=[C:2]([N:11]2[CH2:12][CH2:13][CH:14]([NH:17][C:18](=[O:24])[O:19][C:20]([CH3:22])([CH3:21])[CH3:23])[CH2:15][CH2:16]2)[CH:7]=1. The yield is 0.330. (4) The reactants are [NH:1]1[C:10]2[C:5](=[CH:6][CH:7]=[CH:8][CH:9]=2)[C:4](=[O:11])[CH:3]=[CH:2]1.[H-].[Na+].CS(O[CH2:19][CH2:20][N:21]1[CH2:26][CH2:25][CH:24]([NH:27][C:28]([O:30][C:31]([CH3:34])([CH3:33])[CH3:32])=[O:29])[CH2:23][CH2:22]1)(=O)=O.C(OC(=O)NC1CCN(CCN2C3C(=CC=C(F)C=3)N=CC2=O)CC1)(C)(C)C. No catalyst specified. The product is [C:31]([O:30][C:28](=[O:29])[NH:27][CH:24]1[CH2:25][CH2:26][N:21]([CH2:20][CH2:19][N:1]2[C:10]3[C:5](=[CH:6][CH:7]=[CH:8][CH:9]=3)[C:4](=[O:11])[CH:3]=[CH:2]2)[CH2:22][CH2:23]1)([CH3:34])([CH3:33])[CH3:32]. The yield is 0.760. (5) The reactants are [NH:1]1[CH:5]=[C:4]([C:6]#[N:7])[N:3]=[CH:2]1.F[C:9]1[CH:14]=[CH:13][C:12]([N+:15]([O-:17])=[O:16])=[CH:11][C:10]=1[O:18][CH3:19].C([O-])([O-])=O.[K+].[K+]. The catalyst is CN(C=O)C.CCOC(C)=O. The product is [CH3:19][O:18][C:10]1[CH:11]=[C:12]([N+:15]([O-:17])=[O:16])[CH:13]=[CH:14][C:9]=1[N:1]1[CH:5]=[C:4]([C:6]#[N:7])[N:3]=[CH:2]1. The yield is 0.890. (6) The reactants are [NH2:1][C:2]1[CH:7]=[CH:6][C:5]([S:8][C:9]#N)=[CH:4][C:3]=1[F:11].O.[S-2].[Na+].[Na+].CI. The catalyst is C(O)C.O. The product is [F:11][C:3]1[CH:4]=[C:5]([S:8][CH3:9])[CH:6]=[CH:7][C:2]=1[NH2:1]. The yield is 0.870.